Dataset: Forward reaction prediction with 1.9M reactions from USPTO patents (1976-2016). Task: Predict the product of the given reaction. Given the reactants C(SC1N=C(SCCCCCCCC)N=C(NC2C=C(C(C)(C)C)C(O)=C(C(C)(C)C)C=2)N=1)CCCCCCC.[OH:41][C:42]1[C:47](C(C)(C)C)=[CH:46][C:45]([C:52](C)(C)C)=[CH:44][C:43]=1[N:56]1[N:60]=[C:59]2[CH:61]=[CH:62][C:63](Cl)=[CH:64][C:58]2=[N:57]1.OC1C(C(CC)(C)C)=CC(C(CC)(C)C)=CC=1N1N=C2C=CC(Cl)=CC2=N1.C(C1C(O)=C(C(C)(C)C)C=C(C)C=1)(C)(C)C.C(C1C=C(CCC(OCCOCCOCCOC(=O)CCC2C=C(C)C(O)=C(C(C)(C)C)C=2)=O)C=C(C)C=1O)(C)(C)C, predict the reaction product. The product is: [OH:41][C:42]1[CH:47]=[CH:46][C:45]([CH3:52])=[CH:44][C:43]=1[N:56]1[N:60]=[C:59]2[CH:61]=[CH:62][CH:63]=[CH:64][C:58]2=[N:57]1.